From a dataset of HIV replication inhibition screening data with 41,000+ compounds from the AIDS Antiviral Screen. Binary Classification. Given a drug SMILES string, predict its activity (active/inactive) in a high-throughput screening assay against a specified biological target. (1) The molecule is O=c1nc(N2CCCC2)oc2cc3ccccc3cc12. The result is 0 (inactive). (2) The compound is CN1CC(C(=O)C2C(=O)c3ccccc3C2=O)C(=O)C(=O)C(C(=O)C2C(=O)c3ccccc3C2=O)C1.Cl. The result is 0 (inactive). (3) The compound is O=C(C=Cc1cc(Cl)cc(Cl)c1O)c1cccc(O)c1. The result is 0 (inactive). (4) The molecule is COc1ccc(I)c(CCC(C(=O)O)C2=CCC3(CC2)OCCO3)c1.[LiH]. The result is 0 (inactive). (5) The compound is Cc1nc2sc(CCl)nn2c(=O)c1Cl. The result is 0 (inactive). (6) The molecule is CCOP(=O)(OCC)C(C#N)=Cc1cccs1. The result is 0 (inactive). (7) The molecule is CCCCCCCCCCCCC1NC(=N)N2CCCC2=C1C(=O)OC. The result is 0 (inactive). (8) The compound is COc1ccc(-c2cc(-c3ccccc3)c(C#N)c(O)n2)cc1. The result is 0 (inactive). (9) The molecule is O=C(C=Cc1c(O)nc2ccccc2c1O)CC(=O)C(=O)Nc1cccc(O)c1. The result is 0 (inactive). (10) The drug is CC[Sn](CC)(SCCS(=O)(=O)O)SCCS(=O)(=O)O. The result is 0 (inactive).